From a dataset of Full USPTO retrosynthesis dataset with 1.9M reactions from patents (1976-2016). Predict the reactants needed to synthesize the given product. (1) Given the product [CH3:1][C:2]1[C:3]([CH2:9][N:10]([C@@H:16]2[C:25]3[N:24]=[CH:23][CH:22]=[CH:21][C:20]=3[CH2:19][CH2:18][CH2:17]2)[CH2:11][CH2:12][CH2:13][CH2:14][NH:15][C:34](=[O:35])[CH3:33])=[N:4][CH:5]=[C:6]([CH3:8])[CH:7]=1, predict the reactants needed to synthesize it. The reactants are: [CH3:1][C:2]1[C:3]([CH2:9][N:10]([C@@H:16]2[C:25]3[N:24]=[CH:23][CH:22]=[CH:21][C:20]=3[CH2:19][CH2:18][CH2:17]2)[CH2:11][CH2:12][CH2:13][CH2:14][NH2:15])=[N:4][CH:5]=[C:6]([CH3:8])[CH:7]=1.CCN(CC)CC.[CH3:33][C:34](OC(C)=O)=[O:35]. (2) The reactants are: [Cl:1][C:2]1[C:7]([CH3:8])=[CH:6][C:5]([S:9]([NH:12][C:13]2[CH:14]=[C:15]([C:19]3[CH:24]=[CH:23][C:22]([CH:25]=O)=[CH:21][CH:20]=3)[CH:16]=[CH:17][CH:18]=2)(=[O:11])=[O:10])=[C:4]([CH3:27])[CH:3]=1.C[O:29][C:30]([C@@H:32]1[CH2:36][C@@H:35]([OH:37])[CH2:34][NH:33]1)=[O:31]. Given the product [Cl:1][C:2]1[C:7]([CH3:8])=[CH:6][C:5]([S:9]([NH:12][C:13]2[CH:14]=[C:15]([C:19]3[CH:20]=[CH:21][C:22]([CH2:25][N:33]4[CH2:34][C@H:35]([OH:37])[CH2:36][C@H:32]4[C:30]([OH:31])=[O:29])=[CH:23][CH:24]=3)[CH:16]=[CH:17][CH:18]=2)(=[O:10])=[O:11])=[C:4]([CH3:27])[CH:3]=1, predict the reactants needed to synthesize it.